From a dataset of Forward reaction prediction with 1.9M reactions from USPTO patents (1976-2016). Predict the product of the given reaction. (1) Given the reactants [CH2:1]([O:8][NH:9][C:10](=[O:19])[CH2:11][CH2:12][CH2:13][CH2:14][CH2:15][CH2:16][CH2:17]Br)[C:2]1[CH:7]=[CH:6][CH:5]=[CH:4][CH:3]=1.Cl.[CH3:21][O:22][C:23]1[CH:24]=[C:25]2[C:30](=[CH:31][C:32]=1[O:33][CH3:34])[CH2:29][NH:28][CH:27]([CH3:35])[CH2:26]2.C(=O)([O-])[O-].[K+].[K+], predict the reaction product. The product is: [CH2:1]([O:8][NH:9][C:10](=[O:19])[CH2:11][CH2:12][CH2:13][CH2:14][CH2:15][CH2:16][CH2:17][N:28]1[CH:27]([CH3:35])[CH2:26][C:25]2[C:30](=[CH:31][C:32]([O:33][CH3:34])=[C:23]([O:22][CH3:21])[CH:24]=2)[CH2:29]1)[C:2]1[CH:7]=[CH:6][CH:5]=[CH:4][CH:3]=1. (2) Given the reactants [C:1]([O:5][C:6]([C@@H:8]([CH2:13][C:14]1[CH:22]=[C:21]([F:23])[C:17]2[O:18][CH2:19][O:20][C:16]=2[CH:15]=1)[C:9]([O:11]C)=[O:10])=[O:7])([CH3:4])([CH3:3])[CH3:2].[Li+].[OH-], predict the reaction product. The product is: [C:1]([O:5][C:6]([C@@H:8]([CH2:13][C:14]1[CH:22]=[C:21]([F:23])[C:17]2[O:18][CH2:19][O:20][C:16]=2[CH:15]=1)[C:9]([OH:11])=[O:10])=[O:7])([CH3:4])([CH3:2])[CH3:3]. (3) Given the reactants C(OC([NH:8][C:9]1[CH:14]=[CH:13][CH:12]=[CH:11][C:10]=1[NH:15][C:16]([C:18]1[S:22][C:21]([C:23]2[CH2:24][CH2:25][N:26](C(OC(C)(C)C)=O)[CH2:27][CH:28]=2)=[CH:20][CH:19]=1)=[O:17])=O)(C)(C)C.Cl, predict the reaction product. The product is: [NH2:8][C:9]1[CH:14]=[CH:13][CH:12]=[CH:11][C:10]=1[NH:15][C:16]([C:18]1[S:22][C:21]([C:23]2[CH2:24][CH2:25][NH:26][CH2:27][CH:28]=2)=[CH:20][CH:19]=1)=[O:17].